Dataset: Forward reaction prediction with 1.9M reactions from USPTO patents (1976-2016). Task: Predict the product of the given reaction. (1) The product is: [CH3:36][CH:10]1[CH2:9][C:23](=[O:24])[N:22]2[CH2:25][CH2:26][CH2:27][CH:21]2[C:20](=[O:29])[NH:19][C:18]2([C:31]([OH:33])=[O:32])[CH2:30][CH:17]2[CH:16]=[CH:15][CH2:14][CH2:13][CH:12]([CH3:35])[CH2:11]1. Given the reactants C(OC(N[C@@H:9]1[C:23](=[O:24])[N:22]2[CH2:25][C@H:26](O)[CH2:27][C@H:21]2[C:20](=[O:29])[NH:19][C@:18]2([C:31]([O:33]C)=[O:32])[CH2:30][C@H:17]2[CH:16]=[CH:15][CH2:14][CH2:13][CH:12]([CH3:35])[CH2:11][C@H:10]1[CH3:36])=O)(C)(C)C.FC1C2C(=CC=CC=2)C(OC)=CN=1.CC([O-])(C)C.[K+], predict the reaction product. (2) Given the reactants [Cl:1][C:2]1[CH:11]=[CH:10][CH:9]=[C:8]2[C:3]=1[C:4](=[O:30])[N:5]([C:23]1[CH:28]=[CH:27][CH:26]=[CH:25][C:24]=1[F:29])[C:6]([C@@H:12]([NH:15]C(=O)OC(C)(C)C)[CH2:13][CH3:14])=[N:7]2.Cl, predict the reaction product. The product is: [NH2:15][C@H:12]([C:6]1[N:5]([C:23]2[CH:28]=[CH:27][CH:26]=[CH:25][C:24]=2[F:29])[C:4](=[O:30])[C:3]2[C:8](=[CH:9][CH:10]=[CH:11][C:2]=2[Cl:1])[N:7]=1)[CH2:13][CH3:14]. (3) The product is: [CH3:1][O:2][CH2:3][C@@H:4]1[CH2:8][CH2:7][CH2:6][N:5]1[S:9]([C:12]1[CH:20]=[CH:19][C:18]2[N:17]3[CH2:21][C:22]([CH3:25])([CH3:26])[CH2:23][N:24]=[C:16]3[C:15](=[O:32])[C:14]=2[CH:13]=1)(=[O:10])=[O:11]. Given the reactants [CH3:1][O:2][CH2:3][C@@H:4]1[CH2:8][CH2:7][CH2:6][N:5]1[S:9]([C:12]1[CH:13]=[C:14]2[C:18](=[CH:19][CH:20]=1)[N:17]([CH2:21][C:22]([CH3:26])([CH3:25])[C:23]#[N:24])[C:16](=O)[C:15]12[O:32]CCCO1)(=[O:11])=[O:10].N, predict the reaction product. (4) Given the reactants [F:1][C:2]1[CH:7]=[CH:6][C:5]([C@@H:8]([NH:10][C:11]2[N:16]=[C:15]([N:17]3[CH2:20][C:19](=O)[CH2:18]3)[CH:14]=[C:13]([NH:22][C:23]3[CH:28]=[N:27][CH:26]=[CH:25][N:24]=3)[N:12]=2)[CH3:9])=[CH:4][CH:3]=1.[CH3:29][NH:30][CH3:31].O1CCCC1.C(O)(=O)C.C(O[BH-](OC(=O)C)OC(=O)C)(=O)C.[Na+], predict the reaction product. The product is: [CH3:29][N:30]([CH3:31])[CH:19]1[CH2:20][N:17]([C:15]2[N:16]=[C:11]([NH:10][C@H:8]([C:5]3[CH:6]=[CH:7][C:2]([F:1])=[CH:3][CH:4]=3)[CH3:9])[N:12]=[C:13]([NH:22][C:23]3[CH:28]=[N:27][CH:26]=[CH:25][N:24]=3)[CH:14]=2)[CH2:18]1. (5) Given the reactants C[N:2]1[CH:6]2[CH2:7][C:8]([CH2:10][CH:3]1[CH2:4][CH2:5]2)=[O:9].Cl[C:12]([O:14][CH:15]=[CH2:16])=[O:13].C([O-])(O)=O.[Na+], predict the reaction product. The product is: [CH:15]([O:14][C:12]([N:2]1[CH:6]2[CH2:5][CH2:4][CH:3]1[CH2:10][C:8](=[O:9])[CH2:7]2)=[O:13])=[CH2:16]. (6) Given the reactants [OH:1][CH2:2][CH2:3][CH2:4][CH2:5][CH2:6][CH2:7][CH2:8][CH2:9][CH2:10][CH2:11][CH2:12][O:13][C:14]1[CH:21]=[CH:20][C:17]([CH:18]=O)=[CH:16][C:15]=1[O:22][CH3:23].[CH3:24][O:25][C:26]1[CH:27]=[C:28]([CH2:36][C:37]#[N:38])[CH:29]=[C:30]([O:34][CH3:35])[C:31]=1[O:32][CH3:33].CC(C)([O-])C.[K+].Cl, predict the reaction product. The product is: [OH:1][CH2:2][CH2:3][CH2:4][CH2:5][CH2:6][CH2:7][CH2:8][CH2:9][CH2:10][CH2:11][CH2:12][O:13][C:14]1[CH:21]=[CH:20][C:17](/[CH:18]=[C:36](/[C:28]2[CH:29]=[C:30]([O:34][CH3:35])[C:31]([O:32][CH3:33])=[C:26]([O:25][CH3:24])[CH:27]=2)\[C:37]#[N:38])=[CH:16][C:15]=1[O:22][CH3:23]. (7) Given the reactants Br[C:2]1[CH:3]=[C:4]([C:22]([OH:31])([C:27]([F:30])([F:29])[F:28])[C:23]([F:26])([F:25])[F:24])[CH:5]=[CH:6][C:7]=1[N:8]1[CH2:13][CH2:12][N:11]([S:14]([C:17]2[S:18][CH:19]=[CH:20][CH:21]=2)(=[O:16])=[O:15])[CH2:10][CH2:9]1.[CH3:32][CH:33]([CH3:38])[CH:34]([OH:37])[C:35]#[CH:36], predict the reaction product. The product is: [CH3:32][CH:33]([CH3:38])[CH:34]([OH:37])[C:35]#[C:36][C:2]1[CH:3]=[C:4]([C:22]([OH:31])([C:27]([F:29])([F:30])[F:28])[C:23]([F:26])([F:25])[F:24])[CH:5]=[CH:6][C:7]=1[N:8]1[CH2:13][CH2:12][N:11]([S:14]([C:17]2[S:18][CH:19]=[CH:20][CH:21]=2)(=[O:16])=[O:15])[CH2:10][CH2:9]1. (8) Given the reactants B(Br)(Br)Br.C([O:12][C:13]1[CH:18]=[CH:17][C:16]([C:19]2[CH:26]=[N:25][CH:24]=[C:23]([Cl:27])[C:20]=2[C:21]#[N:22])=[CH:15][CH:14]=1)C1C=CC=CC=1.C(=O)(O)[O-].[Na+], predict the reaction product. The product is: [Cl:27][C:23]1[CH:24]=[N:25][CH:26]=[C:19]([C:16]2[CH:17]=[CH:18][C:13]([OH:12])=[CH:14][CH:15]=2)[C:20]=1[C:21]#[N:22]. (9) Given the reactants [OH-:1].[Na+].[Cl:3][C:4]1[CH:9]=[CH:8][C:7]([OH:10])=[CH:6][CH:5]=1.[C:11]1(=O)[CH2:16][CH2:15][CH2:14][CH2:13][CH2:12]1.C(Cl)(Cl)Cl.Cl.C1[CH2:27][O:26]CC1, predict the reaction product. The product is: [Cl:3][C:4]1[CH:9]=[CH:8][C:7]([O:10][C:11]2([C:27]([OH:26])=[O:1])[CH2:16][CH2:15][CH2:14][CH2:13][CH2:12]2)=[CH:6][CH:5]=1.